This data is from Full USPTO retrosynthesis dataset with 1.9M reactions from patents (1976-2016). The task is: Predict the reactants needed to synthesize the given product. (1) Given the product [F:24][C:2]([F:1])([F:23])[O:3][C:4]1[CH:5]=[CH:6][C:7]([N:10]2[CH:14]=[N:13][C:12]([C:15]3[CH:22]=[CH:21][C:18]([CH2:19][NH2:20])=[CH:17][CH:16]=3)=[N:11]2)=[CH:8][CH:9]=1, predict the reactants needed to synthesize it. The reactants are: [F:1][C:2]([F:24])([F:23])[O:3][C:4]1[CH:9]=[CH:8][C:7]([N:10]2[CH:14]=[N:13][C:12]([C:15]3[CH:22]=[CH:21][C:18]([C:19]#[N:20])=[CH:17][CH:16]=3)=[N:11]2)=[CH:6][CH:5]=1. (2) Given the product [F:9][C:10]1[CH:15]=[CH:14][C:13]([C@@H:16]([N:18]2[CH2:2][CH2:3][CH2:4][CH2:5][C:6]2=[O:7])[CH3:17])=[CH:12][CH:11]=1, predict the reactants needed to synthesize it. The reactants are: Br[CH2:2][CH2:3][CH2:4][CH2:5][C:6](Cl)=[O:7].[F:9][C:10]1[CH:15]=[CH:14][C:13]([C@@H:16]([NH2:18])[CH3:17])=[CH:12][CH:11]=1.[OH-].[Na+]. (3) Given the product [Cl:1][C:2]1[CH:7]=[C:6]([Cl:42])[CH:5]=[CH:4][C:3]=1[C:9]1[N:27]([CH2:28][C@@H:29]2[CH2:34][CH2:33][CH2:32][N:31]([C:35]([O:37][C:38]([CH3:39])([CH3:41])[CH3:40])=[O:36])[CH2:30]2)[C:12]2[N:13]=[C:14]([NH:17][CH2:18][C:19]3[CH:24]=[CH:23][C:22]([F:25])=[C:21]([F:26])[CH:20]=3)[N:15]=[CH:16][C:11]=2[CH:10]=1, predict the reactants needed to synthesize it. The reactants are: [Cl:1][C:2]1[CH:7]=[C:6](C)[CH:5]=[CH:4][C:3]=1[C:9]1[N:27]([CH2:28][C@@H:29]2[CH2:34][CH2:33][CH2:32][N:31]([C:35]([O:37][C:38]([CH3:41])([CH3:40])[CH3:39])=[O:36])[CH2:30]2)[C:12]2[N:13]=[C:14]([NH:17][CH2:18][C:19]3[CH:24]=[CH:23][C:22]([F:25])=[C:21]([F:26])[CH:20]=3)[N:15]=[CH:16][C:11]=2[CH:10]=1.[Cl:42]C1N=CC2C=C(C3C=CC(Cl)=CC=3Cl)N(C[C@@H]3CCCN(C(OC(C)(C)C)=O)C3)C=2N=1. (4) Given the product [CH:5]1([CH2:4][C:11]2([C:6]([O:8][CH2:9][CH3:10])=[O:7])[S:12][CH2:13][CH2:14][CH2:15][S:16]2)[CH2:3][CH2:2]1, predict the reactants needed to synthesize it. The reactants are: Br[CH2:2][CH:3]1[CH2:5][CH2:4]1.[C:6]([CH:11]1[S:16][CH2:15][CH2:14][CH2:13][S:12]1)([O:8][CH2:9][CH3:10])=[O:7]. (5) Given the product [NH2:17][C:7]1[C:8]([CH3:16])=[C:9]([CH:14]=[CH:15][C:6]=1[NH:5][CH2:4][CH2:3][O:2][CH3:1])[C:10]([O:12][CH3:13])=[O:11], predict the reactants needed to synthesize it. The reactants are: [CH3:1][O:2][CH2:3][CH2:4][NH:5][C:6]1[CH:15]=[CH:14][C:9]([C:10]([O:12][CH3:13])=[O:11])=[C:8]([CH3:16])[C:7]=1[N+:17]([O-])=O. (6) Given the product [CH3:1][O:2][C:3]1[CH:21]=[C:20]([C:22]([F:25])([F:23])[F:24])[CH:19]=[C:18]([S:26][CH3:27])[C:4]=1[C:5]([NH:7][CH:8]1[C:9](=[O:10])[CH2:14][CH2:15][O:16][CH2:17]1)=[O:6], predict the reactants needed to synthesize it. The reactants are: [CH3:1][O:2][C:3]1[CH:21]=[C:20]([C:22]([F:25])([F:24])[F:23])[CH:19]=[C:18]([S:26][CH3:27])[C:4]=1[C:5]([NH:7][CH:8]1[CH2:17][O:16][CH2:15][CH2:14][C:9]21OCC[O:10]2)=[O:6].Cl. (7) Given the product [F:1][C:2]([F:7])([F:6])[C:3]([OH:5])=[O:4].[O:11]=[S:10]1(=[O:12])[CH2:8][CH2:39][CH:36]([N:34]([CH2:33][C:31]2[S:30][CH:29]=[C:28]([C:25]3[CH:26]=[C:27]4[C:22](=[C:23]([C:40]([NH2:42])=[O:41])[CH:24]=3)[NH:21][CH:20]=[C:19]4[CH:16]3[CH2:15][CH2:14][N:13]([S:10]([CH2:8][CH3:9])(=[O:11])=[O:12])[CH2:18][CH2:17]3)[CH:32]=2)[CH3:35])[CH2:37]1, predict the reactants needed to synthesize it. The reactants are: [F:1][C:2]([F:7])([F:6])[C:3]([OH:5])=[O:4].[CH2:8]([S:10]([N:13]1[CH2:18][CH2:17][CH:16]([C:19]2[C:27]3[C:22](=[C:23]([C:40]([NH2:42])=[O:41])[CH:24]=[C:25]([C:28]4[CH:32]=[C:31]([CH2:33][N:34]([C@@H:36]([CH3:39])[CH2:37]O)[CH3:35])[S:30][CH:29]=4)[CH:26]=3)[NH:21][CH:20]=2)[CH2:15][CH2:14]1)(=[O:12])=[O:11])[CH3:9].N[C@@H](C)CO. (8) Given the product [OH:5][CH2:4][C:3]1[CH:8]=[CH:9][C:10]([CH2:12][O:13][C:14]2[CH:19]=[CH:18][C:17]([CH2:20][CH2:21][CH3:22])=[CH:16][C:15]=2[O:23][CH3:24])=[CH:11][C:2]=1[OH:1], predict the reactants needed to synthesize it. The reactants are: [OH:1][C:2]1[CH:11]=[C:10]([CH2:12][O:13][C:14]2[CH:19]=[CH:18][C:17]([CH2:20][CH2:21][CH3:22])=[CH:16][C:15]=2[O:23][CH3:24])[CH:9]=[CH:8][C:3]=1[C:4](OC)=[O:5].[H-].[H-].[H-].[H-].[Li+].[Al+3].[C@H](O)(C([O-])=O)[C@@H](O)C([O-])=O.[Na+].[K+].